This data is from TCR-epitope binding with 47,182 pairs between 192 epitopes and 23,139 TCRs. The task is: Binary Classification. Given a T-cell receptor sequence (or CDR3 region) and an epitope sequence, predict whether binding occurs between them. (1) Result: 0 (the TCR does not bind to the epitope). The TCR CDR3 sequence is CASSLTLGLGSPLHF. The epitope is FPRPWLHGL. (2) The TCR CDR3 sequence is CASTYTGGAGGELFF. Result: 1 (the TCR binds to the epitope). The epitope is FLKEKGGL.